This data is from Catalyst prediction with 721,799 reactions and 888 catalyst types from USPTO. The task is: Predict which catalyst facilitates the given reaction. (1) The catalyst class is: 29. Reactant: C1(C[N:8]2[CH2:14][CH2:13][C:12]3=[CH:15][NH:16][N:17]=[C:11]3[CH2:10][CH2:9]2)C=CC=CC=1.[ClH:18]. Product: [ClH:18].[N:17]1[NH:16][CH:15]=[C:12]2[CH2:13][CH2:14][NH:8][CH2:9][CH2:10][C:11]=12. (2) Reactant: [C:1]([O:5][C:6](=[O:19])/[CH:7]=[CH:8]/[C:9]1[CH:10]=[C:11]([CH:16]=[CH:17][CH:18]=1)[C:12]([O:14][CH3:15])=[O:13])([CH3:4])([CH3:3])[CH3:2].[H][H]. Product: [C:1]([O:5][C:6](=[O:19])[CH2:7][CH2:8][C:9]1[CH:10]=[C:11]([CH:16]=[CH:17][CH:18]=1)[C:12]([O:14][CH3:15])=[O:13])([CH3:4])([CH3:2])[CH3:3]. The catalyst class is: 129. (3) Reactant: Cl.[C:2]1([N:8]2[C:12]([NH:13][C:14]([NH:16][C@H:17]3[C@H:21]([C:22]4[CH:27]=[CH:26][CH:25]=[CH:24][CH:23]=4)[CH2:20][NH:19][CH2:18]3)=[O:15])=[C:11]3[CH2:28][CH2:29][CH2:30][C:10]3=[N:9]2)[CH:7]=[CH:6][CH:5]=[CH:4][CH:3]=1.Br[CH:32]([CH2:37][O:38][CH3:39])[C:33]([O:35][CH3:36])=[O:34].CCN(C(C)C)C(C)C. Product: [CH3:39][O:38][CH2:37][CH:32]([N:19]1[CH2:18][C@@H:17]([NH:16][C:14]([NH:13][C:12]2[N:8]([C:2]3[CH:7]=[CH:6][CH:5]=[CH:4][CH:3]=3)[N:9]=[C:10]3[CH2:30][CH2:29][CH2:28][C:11]=23)=[O:15])[C@H:21]([C:22]2[CH:23]=[CH:24][CH:25]=[CH:26][CH:27]=2)[CH2:20]1)[C:33]([O:35][CH3:36])=[O:34]. The catalyst class is: 2. (4) Reactant: Cl.[NH2:2][CH2:3][CH:4]([OH:13])[CH2:5][O:6][C:7]1[CH:12]=[CH:11][CH:10]=[CH:9][CH:8]=1.Cl[CH2:15][C:16]([N:18]1[CH2:22][CH2:21][CH2:20][CH:19]1[C:23]#[N:24])=[O:17].C(N(CC)CC)C. Product: [OH:13][CH:4]([CH2:5][O:6][C:7]1[CH:12]=[CH:11][CH:10]=[CH:9][CH:8]=1)[CH2:3][NH:2][CH2:15][C:16]([N:18]1[CH2:22][CH2:21][CH2:20][CH:19]1[C:23]#[N:24])=[O:17]. The catalyst class is: 4. (5) Reactant: [Br:1][C:2]1[CH:7]=[CH:6][C:5]([CH:8]=[CH:9][C:10]2[CH:15]=[CH:14][CH:13]=[CH:12][CH:11]=2)=[CH:4][CH:3]=1.[Br-].BrC1C=CC(C[P+](C2C=CC=CC=2)(C2C=CC=CC=2)C2C=CC=CC=2)=CC=1.C(=O)C1C=CC=CC=1.CC(C)([O-])C.[K+]. Product: [Br:1][C:2]1[CH:3]=[CH:4][C:5](/[CH:8]=[CH:9]/[C:10]2[CH:11]=[CH:12][CH:13]=[CH:14][CH:15]=2)=[CH:6][CH:7]=1. The catalyst class is: 7. (6) Reactant: [Cl:1][C:2]1[C:3]([C:9](=O)[CH2:10][N:11]2[C:15](=[O:16])[C:14]3=[CH:17][CH:18]=[CH:19][CH:20]=[C:13]3[C:12]2=[O:21])=[N:4][CH:5]=[C:6]([Cl:8])[CH:7]=1.Cl.[NH2:24][OH:25]. Product: [Cl:1][C:2]1[C:3]([C:9](=[N:24][OH:25])[CH2:10][N:11]2[C:15](=[O:16])[C:14]3=[CH:17][CH:18]=[CH:19][CH:20]=[C:13]3[C:12]2=[O:21])=[N:4][CH:5]=[C:6]([Cl:8])[CH:7]=1. The catalyst class is: 8. (7) Reactant: [CH3:1][C:2]1[CH:7]=[C:6]([O:8][C@H:9]2[CH2:13][CH2:12][NH:11][CH2:10]2)[CH:5]=[C:4]([CH3:14])[C:3]=1[C:15]1[CH:20]=[CH:19][CH:18]=[C:17]([CH2:21][O:22][C:23]2[CH:36]=[CH:35][C:26]3[C@H:27]([CH2:30][C:31]([O:33][CH3:34])=[O:32])[CH2:28][O:29][C:25]=3[CH:24]=2)[CH:16]=1.[C:37](OC(=O)C)(=[O:39])[CH3:38].C(N(CC)CC)C. Product: [C:37]([N:11]1[CH2:12][CH2:13][C@H:9]([O:8][C:6]2[CH:7]=[C:2]([CH3:1])[C:3]([C:15]3[CH:20]=[CH:19][CH:18]=[C:17]([CH2:21][O:22][C:23]4[CH:36]=[CH:35][C:26]5[C@H:27]([CH2:30][C:31]([O:33][CH3:34])=[O:32])[CH2:28][O:29][C:25]=5[CH:24]=4)[CH:16]=3)=[C:4]([CH3:14])[CH:5]=2)[CH2:10]1)(=[O:39])[CH3:38]. The catalyst class is: 4.